From a dataset of Full USPTO retrosynthesis dataset with 1.9M reactions from patents (1976-2016). Predict the reactants needed to synthesize the given product. (1) Given the product [CH2:42]([O:41][C:6]1[CH:5]=[C:4]([CH:9]=[CH:8][C:7]=1[NH:10][C:11]([C@@H:13]1[NH:17][C@@H:16]([CH2:18][C:19]([CH3:21])([CH3:22])[CH3:20])[C@:15]2([C:30]3[C:25](=[CH:26][C:27]([Cl:31])=[CH:28][CH:29]=3)[NH:24][C:23]2=[O:32])[C@H:14]1[C:33]1[CH:38]=[CH:37][CH:36]=[C:35]([Cl:39])[C:34]=1[F:40])=[O:12])[C:3]([OH:46])=[O:2])[CH2:43][CH2:44][CH3:45], predict the reactants needed to synthesize it. The reactants are: C[O:2][C:3](=[O:46])[C:4]1[CH:9]=[CH:8][C:7]([NH:10][C:11]([C@@H:13]2[NH:17][C@@H:16]([CH2:18][C:19]([CH3:22])([CH3:21])[CH3:20])[C@:15]3([C:30]4[C:25](=[CH:26][C:27]([Cl:31])=[CH:28][CH:29]=4)[NH:24][C:23]3=[O:32])[C@H:14]2[C:33]2[CH:38]=[CH:37][CH:36]=[C:35]([Cl:39])[C:34]=2[F:40])=[O:12])=[C:6]([O:41][CH2:42][CH2:43][CH2:44][CH3:45])[CH:5]=1.[OH-].[Na+].Cl. (2) Given the product [OH:8][CH2:9][C@H:10]1[O:23][C:13]2=[N:14][C:15]3[CH:20]=[C:19]([C:21]#[N:22])[CH:18]=[CH:17][C:16]=3[N:12]2[CH2:11]1, predict the reactants needed to synthesize it. The reactants are: [Si]([O:8][CH2:9][C@H:10]1[O:23][C:13]2=[N:14][C:15]3[CH:20]=[C:19]([C:21]#[N:22])[CH:18]=[CH:17][C:16]=3[N:12]2[CH2:11]1)(C(C)(C)C)(C)C.F.F.F.C(N(CC)CC)C.